From a dataset of Peptide-MHC class I binding affinity with 185,985 pairs from IEDB/IMGT. Regression. Given a peptide amino acid sequence and an MHC pseudo amino acid sequence, predict their binding affinity value. This is MHC class I binding data. (1) The peptide sequence is LRRMATTFTF. The MHC is Mamu-B17 with pseudo-sequence Mamu-B17. The binding affinity (normalized) is 0.665. (2) The peptide sequence is VVPDYGTYK. The MHC is HLA-A03:01 with pseudo-sequence HLA-A03:01. The binding affinity (normalized) is 0.470. (3) The peptide sequence is YLIKQILFV. The binding affinity (normalized) is 0.273. The MHC is HLA-A68:02 with pseudo-sequence HLA-A68:02. (4) The peptide sequence is NTNMGLKFR. The MHC is Patr-A0301 with pseudo-sequence Patr-A0301. The binding affinity (normalized) is 0.283. (5) The peptide sequence is PAEMLASI. The MHC is HLA-A68:02 with pseudo-sequence HLA-A68:02. The binding affinity (normalized) is 0.